This data is from Forward reaction prediction with 1.9M reactions from USPTO patents (1976-2016). The task is: Predict the product of the given reaction. Given the reactants O1CCCCC1[O:7][CH:8]([C:21]1[CH:26]=[CH:25][C:24]([C:27]([CH3:30])([CH3:29])[CH3:28])=[CH:23][CH:22]=1)[CH2:9][O:10][C:11]1[C:20]2[C:15](=[CH:16][CH:17]=[CH:18][CH:19]=2)[N:14]=[CH:13][N:12]=1.C1(C)C=CC(S([O-])(=O)=O)=CC=1.[NH+]1C=CC=CC=1, predict the reaction product. The product is: [OH:7][CH:8]([C:21]1[CH:22]=[CH:23][C:24]([C:27]([CH3:30])([CH3:29])[CH3:28])=[CH:25][CH:26]=1)[CH2:9][O:10][C:11]1[C:20]2[C:15](=[CH:16][CH:17]=[CH:18][CH:19]=2)[N:14]=[CH:13][N:12]=1.